This data is from Reaction yield outcomes from USPTO patents with 853,638 reactions. The task is: Predict the reaction yield, written as a fraction of the theoretical maximum amount of product (1.0 means a 100% yield; for example, 0.34 means a 34% yield). (1) The reactants are [CH2:1]([O:3][P:4]([CH2:9][NH:10][CH2:11][C:12]([O:14][CH2:15][CH3:16])=[O:13])([O:6][CH2:7][CH3:8])=[O:5])[CH3:2].[Cl:17][C:18]1[CH:19]=[C:20]2[C:25](=[C:26]([Cl:28])[CH:27]=1)[CH2:24][N:23]([CH3:29])[CH2:22][CH:21]2[C:30]1[CH:31]=[C:32]([S:36](Cl)(=[O:38])=[O:37])[CH:33]=[CH:34][CH:35]=1. The catalyst is N1C=CC=CC=1. The product is [Cl:17][C:18]1[CH:19]=[C:20]2[C:25](=[C:26]([Cl:28])[CH:27]=1)[CH2:24][N:23]([CH3:29])[CH2:22][CH:21]2[C:30]1[CH:31]=[C:32]([S:36]([N:10]([CH2:11][C:12]([O:14][CH2:15][CH3:16])=[O:13])[CH2:9][P:4]([O:3][CH2:1][CH3:2])([O:6][CH2:7][CH3:8])=[O:5])(=[O:38])=[O:37])[CH:33]=[CH:34][CH:35]=1. The yield is 0.240. (2) The reactants are C(O)(C(F)(F)F)=O.[NH2:8][CH2:9][C:10]([OH:12])=[O:11].[CH3:13][CH2:14][C:15]1[C:24]2[CH2:25][N:26]3[C:31](=[O:32])[C:30]4[CH2:33][O:34][C:35]([C@:37]([OH:40])([CH2:38][CH3:39])[C:29]=4[CH:28]=[C:27]3[C:23]=2[N:22]=[C:21]2[C:16]=1[CH:17]=[C:18]([OH:41])[CH:19]=[CH:20]2)=[O:36].ON1C(=O)CCC1=O.C(N=C=NCCCN(C)C)C. The catalyst is CN(C)C=O. The product is [NH2:8][CH2:9][C:10]([OH:12])=[O:11].[CH3:13][CH2:14][C:15]1[C:24]2[CH2:25][N:26]3[C:31](=[O:32])[C:30]4[CH2:33][O:34][C:35]([C@:37]([OH:40])([CH2:38][CH3:39])[C:29]=4[CH:28]=[C:27]3[C:23]=2[N:22]=[C:21]2[C:16]=1[CH:17]=[C:18]([OH:41])[CH:19]=[CH:20]2)=[O:36]. The yield is 0.670. (3) The reactants are Cl.[CH3:2][S:3]([C:6]1[CH:11]=[CH:10][C:9]([N:12]2[C:17](=[O:18])[CH:16]=[C:15]([O:19][CH:20]3[CH2:25][CH2:24][NH:23][CH2:22][CH2:21]3)[C:14]([C:26]#[N:27])=[N:13]2)=[CH:8][CH:7]=1)(=[O:5])=[O:4].CCN(C(C)C)C(C)C.[Cl:37][C:38]1[CH:39]=[N:40][C:41](I)=[N:42][CH:43]=1.CCOC(C)=O. The catalyst is CN1C(=O)CCC1. The product is [Cl:37][C:38]1[CH:39]=[N:40][C:41]([N:23]2[CH2:24][CH2:25][CH:20]([O:19][C:15]3[C:14]([C:26]#[N:27])=[N:13][N:12]([C:9]4[CH:8]=[CH:7][C:6]([S:3]([CH3:2])(=[O:5])=[O:4])=[CH:11][CH:10]=4)[C:17](=[O:18])[CH:16]=3)[CH2:21][CH2:22]2)=[N:42][CH:43]=1. The yield is 0.750. (4) The reactants are [F:1][C:2]([F:21])([C:11]1[CH:16]=[CH:15][C:14]([C:17]([F:20])([F:19])[F:18])=[CH:13][CH:12]=1)[CH2:3][N:4]1[CH2:9][CH2:8][CH:7]([NH2:10])[CH2:6][CH2:5]1.Cl[C:23]1[C:24]2[CH:31]=[CH:30][NH:29][C:25]=2[N:26]=[CH:27][N:28]=1. The catalyst is CCCCO. The product is [F:21][C:2]([F:1])([C:11]1[CH:16]=[CH:15][C:14]([C:17]([F:18])([F:19])[F:20])=[CH:13][CH:12]=1)[CH2:3][N:4]1[CH2:5][CH2:6][CH:7]([NH:10][C:23]2[C:24]3[CH:31]=[CH:30][NH:29][C:25]=3[N:26]=[CH:27][N:28]=2)[CH2:8][CH2:9]1. The yield is 0.580.